This data is from Full USPTO retrosynthesis dataset with 1.9M reactions from patents (1976-2016). The task is: Predict the reactants needed to synthesize the given product. The reactants are: [S:1]1[C:5]2[CH:6]=[CH:7][CH:8]=[CH:9][C:4]=2[N:3]=[C:2]1[NH:10][C:11](=[O:19])[C:12]1[CH:17]=[CH:16][C:15]([CH3:18])=[CH:14][CH:13]=1.C(=O)([O-])[O-].[K+].[K+].Br[CH:27]([CH2:32][OH:33])[C:28]([O:30][CH3:31])=[O:29]. Given the product [OH:33][CH2:32][CH:27]([N:3]1[C:4]2[CH:9]=[CH:8][CH:7]=[CH:6][C:5]=2[S:1][C:2]1=[N:10][C:11](=[O:19])[C:12]1[CH:17]=[CH:16][C:15]([CH3:18])=[CH:14][CH:13]=1)[C:28]([O:30][CH3:31])=[O:29], predict the reactants needed to synthesize it.